Dataset: Full USPTO retrosynthesis dataset with 1.9M reactions from patents (1976-2016). Task: Predict the reactants needed to synthesize the given product. (1) Given the product [C:21]([CH:20]=[C:19]([C:13]1[CH:14]=[CH:15][C:16]([O:17][CH3:18])=[C:11]([NH:10][C:36](=[O:37])[N:35]([CH3:39])[CH3:34])[CH:12]=1)[C:23]1[CH:28]=[CH:27][C:26]([O:29][CH3:30])=[C:25]([O:31][CH2:32][CH3:33])[CH:24]=1)#[N:22], predict the reactants needed to synthesize it. The reactants are: C(N(CC)C(C)C)(C)C.[NH2:10][C:11]1[CH:12]=[C:13]([C:19]([C:23]2[CH:28]=[CH:27][C:26]([O:29][CH3:30])=[C:25]([O:31][CH2:32][CH3:33])[CH:24]=2)=[CH:20][C:21]#[N:22])[CH:14]=[CH:15][C:16]=1[O:17][CH3:18].[CH3:34][N:35]([CH3:39])[C:36](Cl)=[O:37]. (2) Given the product [ClH:25].[CH:16]1([C:14]([CH:11]2[CH2:12][CH2:13][NH:8][CH2:9][CH2:10]2)=[O:15])[C:24]2[C:19](=[CH:20][CH:21]=[CH:22][CH:23]=2)[CH2:18][O:17]1, predict the reactants needed to synthesize it. The reactants are: C([N:8]1[CH2:13][CH2:12][CH:11]([C:14]([CH:16]2[C:24]3[C:19](=[CH:20][CH:21]=[CH:22][CH:23]=3)[CH2:18][O:17]2)=[O:15])[CH2:10][CH2:9]1)C1C=CC=CC=1.[Cl:25]CCCl. (3) The reactants are: [C:1]([O:5][C:6](=[O:43])[NH:7][C:8]1[CH:9]=[C:10]2[CH:16]=[C:15]([C:17]([C:24]3[CH:29]=[CH:28][C:27]([S:30]([CH3:33])(=[O:32])=[O:31])=[CH:26][CH:25]=3)=[CH:18][CH:19]3[CH2:23][CH2:22][CH2:21][CH2:20]3)[N:14](S(C3C=CC=CC=3)(=O)=O)[C:11]2=[N:12][CH:13]=1)([CH3:4])([CH3:3])[CH3:2].[F-].C([N+](CCCC)(CCCC)CCCC)CCC.O1CCCC1. Given the product [C:1]([O:5][C:6](=[O:43])[NH:7][C:8]1[CH:9]=[C:10]2[CH:16]=[C:15]([C:17]([C:24]3[CH:29]=[CH:28][C:27]([S:30]([CH3:33])(=[O:32])=[O:31])=[CH:26][CH:25]=3)=[CH:18][CH:19]3[CH2:20][CH2:21][CH2:22][CH2:23]3)[NH:14][C:11]2=[N:12][CH:13]=1)([CH3:3])([CH3:4])[CH3:2], predict the reactants needed to synthesize it. (4) Given the product [NH2:2][C:68](=[O:69])[CH2:67][C:66]1[C:61]([CH2:60][CH2:59][C:57]2[C:56]([C:71]([F:73])([F:74])[F:72])=[CH:55][N:54]=[C:53]([NH:52][C:49]3[CH:48]=[CH:47][C:46]([CH:42]4[CH2:43][CH2:44][CH2:45][N:40]([C:38]([O:37][C:33]([CH3:35])([CH3:34])[CH3:36])=[O:39])[CH2:41]4)=[CH:51][CH:50]=3)[N:58]=2)=[N:62][CH:63]=[CH:64][CH:65]=1, predict the reactants needed to synthesize it. The reactants are: O[N:2]1C2C=CC=CC=2N=N1.CCN=C=NCCCN(C)C.Cl.Cl.C(N(CC)C(C)C)(C)C.[C:33]([O:37][C:38]([N:40]1[CH2:45][CH2:44][CH2:43][CH:42]([C:46]2[CH:51]=[CH:50][C:49]([NH:52][C:53]3[N:58]=[C:57]([CH2:59][CH2:60][C:61]4[C:66]([CH2:67][C:68](O)=[O:69])=[CH:65][CH:64]=[CH:63][N:62]=4)[C:56]([C:71]([F:74])([F:73])[F:72])=[CH:55][N:54]=3)=[CH:48][CH:47]=2)[CH2:41]1)=[O:39])([CH3:36])([CH3:35])[CH3:34].C(=O)([O-])[O-].[NH4+].[NH4+]. (5) Given the product [Cl:1][C:2]1[N:7]=[CH:6][C:5]2[C:8]([O:30][CH2:31][CH2:32][O:33][CH:35]([F:43])[F:34])=[N:9][N:10]([C:11]([C:18]3[CH:23]=[CH:22][CH:21]=[CH:20][CH:19]=3)([C:24]3[CH:25]=[CH:26][CH:27]=[CH:28][CH:29]=3)[C:12]3[CH:13]=[CH:14][CH:15]=[CH:16][CH:17]=3)[C:4]=2[CH:3]=1, predict the reactants needed to synthesize it. The reactants are: [Cl:1][C:2]1[N:7]=[CH:6][C:5]2[C:8]([O:30][CH2:31][CH2:32][OH:33])=[N:9][N:10]([C:11]([C:24]3[CH:29]=[CH:28][CH:27]=[CH:26][CH:25]=3)([C:18]3[CH:23]=[CH:22][CH:21]=[CH:20][CH:19]=3)[C:12]3[CH:17]=[CH:16][CH:15]=[CH:14][CH:13]=3)[C:4]=2[CH:3]=1.[F:34][C:35]([F:43])(S(F)(=O)=O)C(O)=O. (6) Given the product [CH:1]1[C:13]2[CH:12]([CH2:14][O:15][C:16](=[O:45])[NH:17][C:18]3[CH:19]=[CH:20][C:21]([S:24][C:25]4[CH:30]=[CH:29][C:28]([C:31](=[O:41])[NH:32][C:33]5[CH:34]=[N:35][C:36]([O:39][CH3:40])=[CH:37][CH:38]=5)=[CH:27][C:26]=4[NH2:42])=[CH:22][CH:23]=3)[C:11]3[C:6](=[CH:7][CH:8]=[CH:9][CH:10]=3)[C:5]=2[CH:4]=[CH:3][CH:2]=1, predict the reactants needed to synthesize it. The reactants are: [CH:1]1[C:13]2[CH:12]([CH2:14][O:15][C:16](=[O:45])[NH:17][C:18]3[CH:23]=[CH:22][C:21]([S:24][C:25]4[CH:30]=[CH:29][C:28]([C:31](=[O:41])[NH:32][C:33]5[CH:34]=[N:35][C:36]([O:39][CH3:40])=[CH:37][CH:38]=5)=[CH:27][C:26]=4[N+:42]([O-])=O)=[CH:20][CH:19]=3)[C:11]3[C:6](=[CH:7][CH:8]=[CH:9][CH:10]=3)[C:5]=2[CH:4]=[CH:3][CH:2]=1.[Cl-].[NH4+].C(O)C.O1CCCC1.